This data is from HIV replication inhibition screening data with 41,000+ compounds from the AIDS Antiviral Screen. The task is: Binary Classification. Given a drug SMILES string, predict its activity (active/inactive) in a high-throughput screening assay against a specified biological target. (1) The drug is O=C(O)C=CC(=O)Nc1ccccc1. The result is 0 (inactive). (2) The molecule is O=C(CSc1nnc(-c2ccc(N=Cc3ccc(Cl)cc3)cc2)o1)Nc1ccccc1Cl. The result is 0 (inactive). (3) The molecule is COP(=O)(OC)C(=Cc1c[nH]c2ccccc12)C(=O)O. The result is 0 (inactive). (4) The drug is Cc1ccc(NC(=O)C(=O)C(C#N)c2nc(-c3ccc(-c4ccccc4)cc3)cs2)c(C)c1. The result is 0 (inactive). (5) The compound is COC1=C2CC(C)CC(OC)C(O)C(C)C=C(C)C(OC(N)=O)C(OC)C=CC=C(C)C(=O)NC(=C(C=NN3CCCCC3)C1=O)C2=O. The result is 0 (inactive). (6) The molecule is CCCCCCCCCCC(=O)CC(=O)c1c(O)cccc1O. The result is 0 (inactive).